Dataset: Peptide-MHC class I binding affinity with 185,985 pairs from IEDB/IMGT. Task: Regression. Given a peptide amino acid sequence and an MHC pseudo amino acid sequence, predict their binding affinity value. This is MHC class I binding data. (1) The peptide sequence is GPLLVLQAGF. The MHC is Patr-B1301 with pseudo-sequence Patr-B1301. The binding affinity (normalized) is 0.428. (2) The peptide sequence is LLQDSVDFSL. The MHC is HLA-A02:06 with pseudo-sequence HLA-A02:06. The binding affinity (normalized) is 0.795. (3) The peptide sequence is YMRERLSDF. The MHC is HLA-C12:03 with pseudo-sequence HLA-C12:03. The binding affinity (normalized) is 0.580. (4) The peptide sequence is VLPWIAFPGKV. The MHC is HLA-A02:01 with pseudo-sequence HLA-A02:01. The binding affinity (normalized) is 0.339. (5) The peptide sequence is TTLPVNVAF. The MHC is HLA-A02:01 with pseudo-sequence HLA-A02:01. The binding affinity (normalized) is 0.0847. (6) The peptide sequence is MRMLWMANY. The binding affinity (normalized) is 0.213. The MHC is HLA-B44:02 with pseudo-sequence HLA-B44:02.